From a dataset of Full USPTO retrosynthesis dataset with 1.9M reactions from patents (1976-2016). Predict the reactants needed to synthesize the given product. (1) Given the product [CH3:3][O:4][C:5]1[CH:10]=[CH:9][C:8]2[C:11]3[N:12]([CH2:24][CH2:25][CH2:26][CH2:27][CH2:28][Cl:29])[C:13]4[C:18]([C:19]=3[CH2:20][CH2:21][S:22][C:7]=2[CH:6]=1)=[CH:17][CH:16]=[CH:15][CH:14]=4, predict the reactants needed to synthesize it. The reactants are: [H-].[Na+].[CH3:3][O:4][C:5]1[CH:10]=[CH:9][C:8]2[C:11]3[NH:12][C:13]4[C:18]([C:19]=3[CH2:20][CH2:21][S:22][C:7]=2[CH:6]=1)=[CH:17][CH:16]=[CH:15][CH:14]=4.Br[CH2:24][CH2:25][CH2:26][CH2:27][CH2:28][Cl:29].O. (2) Given the product [CH3:12][C:13]1[CH:17]=[C:16]([CH2:6][C:7]([Cl:9])=[O:8])[O:15][N:14]=1, predict the reactants needed to synthesize it. The reactants are: CN(C)C=O.[C:6](Cl)(=O)[C:7]([Cl:9])=[O:8].[CH3:12][C:13]1[CH:17]=[C:16](CC(O)=O)[O:15][N:14]=1. (3) Given the product [F:3][C:4]1[CH:24]=[CH:23][C:7]2[C:8]3[C:9](=[O:22])[C:10]([C:17]([OH:19])=[O:18])=[CH:11][N:12]([CH3:16])[C:13]=3[CH:14]=[N:15][C:6]=2[C:5]=1[N:25]1[CH2:30][CH2:29][C:28]([OH:41])([C:31]2[CH:36]=[CH:35][CH:34]=[C:33]([C:37]([F:38])([F:39])[F:40])[CH:32]=2)[CH2:27][CH2:26]1, predict the reactants needed to synthesize it. The reactants are: [OH-].[K+].[F:3][C:4]1[CH:24]=[CH:23][C:7]2[C:8]3[C:9](=[O:22])[C:10]([C:17]([O:19]CC)=[O:18])=[CH:11][N:12]([CH3:16])[C:13]=3[CH:14]=[N:15][C:6]=2[C:5]=1[N:25]1[CH2:30][CH2:29][C:28]([OH:41])([C:31]2[CH:36]=[CH:35][CH:34]=[C:33]([C:37]([F:40])([F:39])[F:38])[CH:32]=2)[CH2:27][CH2:26]1. (4) Given the product [Cl:20][C:21]1[CH:28]=[C:27]([Cl:29])[CH:26]=[CH:25][C:22]=1[CH2:23][O:1][C:2]1[CH:7]=[C:6]([O:8][CH2:9][CH2:10][O:11][CH3:12])[CH:5]=[CH:4][C:3]=1/[CH:13]=[CH:14]/[C:15]([O:17][CH2:18][CH3:19])=[O:16], predict the reactants needed to synthesize it. The reactants are: [OH:1][C:2]1[CH:7]=[C:6]([O:8][CH2:9][CH2:10][O:11][CH3:12])[CH:5]=[CH:4][C:3]=1/[CH:13]=[CH:14]/[C:15]([O:17][CH2:18][CH3:19])=[O:16].[Cl:20][C:21]1[CH:28]=[C:27]([Cl:29])[CH:26]=[CH:25][C:22]=1[CH2:23]Cl.C(=O)([O-])[O-].[K+].[K+].O. (5) Given the product [CH3:39][O:38][C:36](=[O:37])[C:35]1[CH:34]=[CH:33][C:32]([O:8][C:5]2[CH:6]=[CH:7][C:2]([Cl:1])=[C:3]([CH:9]([CH3:28])[C:10]([OH:15])([C:16]3[CH:17]=[CH:18][C:19]4[O:24][CH2:23][C:22](=[O:25])[N:21]([CH3:26])[C:20]=4[CH:27]=3)[C:11]([F:12])([F:13])[F:14])[CH:4]=2)=[CH:31][C:30]=1[F:29], predict the reactants needed to synthesize it. The reactants are: [Cl:1][C:2]1[CH:7]=[CH:6][C:5]([OH:8])=[CH:4][C:3]=1[CH:9]([CH3:28])[C:10]([C:16]1[CH:17]=[CH:18][C:19]2[O:24][CH2:23][C:22](=[O:25])[N:21]([CH3:26])[C:20]=2[CH:27]=1)([OH:15])[C:11]([F:14])([F:13])[F:12].[F:29][C:30]1[CH:31]=[C:32](B(O)O)[CH:33]=[CH:34][C:35]=1[C:36]([O:38][CH3:39])=[O:37]. (6) Given the product [CH3:29][C:26]([O:25][C@H:24]([CH3:30])[C@@H:23]([C:31]([O:33][CH3:34])=[O:32])[NH:22][C:20]([C:19]1[CH:18]=[CH:17][C:16]([C:35]2[CH:36]=[CH:37][C:38]([F:41])=[CH:39][CH:40]=2)=[CH:15][C:14]=1[NH:13][C:11]([NH:10][C:3]1[C:2]([CH3:1])=[CH:7][C:6]([CH3:8])=[CH:5][C:4]=1[CH3:9])=[O:12])=[O:21])([CH3:27])[CH3:28], predict the reactants needed to synthesize it. The reactants are: [CH3:1][C:2]1[CH:7]=[C:6]([CH3:8])[CH:5]=[C:4]([CH3:9])[C:3]=1[N:10]=[C:11]=[O:12].[NH2:13][C:14]1[CH:15]=[C:16]([C:35]2[CH:40]=[CH:39][C:38]([F:41])=[CH:37][CH:36]=2)[CH:17]=[CH:18][C:19]=1[C:20]([NH:22][C@H:23]([C:31]([O:33][CH3:34])=[O:32])[C@@H:24]([CH3:30])[O:25][C:26]([CH3:29])([CH3:28])[CH3:27])=[O:21].CCCCCC.C(OCC)(=O)C. (7) Given the product [CH3:13][CH:12]([CH3:14])[CH2:11][CH2:10][CH:7]1[CH2:8][CH2:9][C:4](=[O:3])[CH:5]=[CH:6]1, predict the reactants needed to synthesize it. The reactants are: C([O:3][C:4]1[CH2:9][CH2:8][CH:7]([CH2:10][CH2:11][CH:12]([CH3:14])[CH3:13])[C:6](=O)[CH:5]=1)C.C1(C)C=CC=CC=1.[H-].C([Al+]CC(C)C)C(C)C.S([O-])(O)(=O)=O.[K+]. (8) Given the product [CH:1]1([CH2:4][O:5][C:6]2[N:11]=[C:10]([CH2:12][OH:13])[CH:9]=[CH:8][N:7]=2)[CH2:2][CH2:3]1, predict the reactants needed to synthesize it. The reactants are: [CH:1]1([CH2:4][O:5][C:6]2[N:11]=[C:10]([CH2:12][O:13]C3CCCCO3)[CH:9]=[CH:8][N:7]=2)[CH2:3][CH2:2]1.CCO. (9) The reactants are: [O-:1][C:2]([CH2:4][CH2:5][CH2:6][CH2:7][CH2:8][CH2:9][CH2:10][CH2:11][CH3:12])=[O:3].[Na+].[C:14]([O-:27])(=[O:26])[CH2:15][CH2:16][CH2:17][CH2:18][CH2:19][CH2:20][CH2:21][CH2:22][CH2:23][CH2:24][CH3:25].[Na+].C(O)[C@H]([C@H]([C@@H]([C@@H](CO)O)O)O)O. Given the product [O-:3][C:2]([CH2:4][CH2:5][CH2:6][CH2:7][CH2:8][CH2:9][CH2:10][CH2:11][CH3:12])=[O:1].[C:14]([O-:27])(=[O:26])[CH2:15][CH2:16][CH2:17][CH2:18][CH2:19][CH2:20][CH2:21][CH2:22][CH2:23][CH2:24][CH3:25], predict the reactants needed to synthesize it.